From a dataset of Catalyst prediction with 721,799 reactions and 888 catalyst types from USPTO. Predict which catalyst facilitates the given reaction. (1) Reactant: Br[C:2]1[CH:3]=[C:4]([CH2:10][NH:11][C:12](=[O:18])[O:13][C:14]([CH3:17])([CH3:16])[CH3:15])[CH:5]=[C:6]([C:8]#[N:9])[CH:7]=1.[CH:19]1C=CC(P(C2C=CC=CC=2)C2C=CC=CC=2)=C[CH:20]=1.C([O-])([O-])=O.[K+].[K+].[CH3:44][C:45]([Si:48]([CH3:61])([CH3:60])[O:49][CH2:50][C:51]1[CH:52]=[C:53](B(O)O)[CH:54]=[CH:55][CH:56]=1)(C)[CH3:46]. Product: [C:8]([C:6]1[CH:5]=[C:4]([CH2:10][NH:11][C:12](=[O:18])[O:13][C:14]([CH3:17])([CH3:16])[CH3:15])[CH:3]=[C:2]([C:53]2[CH:54]=[CH:55][CH:56]=[C:51]([CH2:50][O:49][Si:48]([CH3:60])([CH3:61])[CH:45]([CH3:44])[CH3:46])[CH:52]=2)[CH:7]=1)#[N:9].[CH3:19][CH3:20]. The catalyst class is: 231. (2) Reactant: [CH2:1]([CH:3]([C:6]1[C:7]2[N:8]([CH:13]=[C:14]([CH3:16])[N:15]=2)[N:9]=[C:10]([CH3:12])[CH:11]=1)[CH2:4][CH3:5])[CH3:2].Br[C:18]1[C:19]([CH3:29])=[N:20][O:21][C:22]=1[C:23]1[CH:28]=[CH:27][CH:26]=[CH:25][CH:24]=1.C(=O)([O-])[O-].[Cs+].[Cs+]. Product: [CH3:29][C:19]1[C:18]([C:13]2[N:8]3[N:9]=[C:10]([CH3:12])[CH:11]=[C:6]([CH:3]([CH2:4][CH3:5])[CH2:1][CH3:2])[C:7]3=[N:15][C:14]=2[CH3:16])=[C:22]([C:23]2[CH:24]=[CH:25][CH:26]=[CH:27][CH:28]=2)[O:21][N:20]=1. The catalyst class is: 233. (3) Product: [CH2:1]([O:8][C:9]([C:11]1[CH:12]=[C:13]2[C:18](=[CH:19][CH:20]=1)[N:17]([C:21](=[O:23])[CH3:22])[C@@H:16]([CH3:24])[CH2:15][C@H:14]2[N:25]([C:26]1[CH:27]=[CH:28][C:29]([N:32]2[CH2:33][CH2:34][O:35][CH2:36][CH2:37]2)=[CH:30][CH:31]=1)[C:46](=[O:47])[C:45]([F:56])([F:55])[F:44])=[O:10])[C:2]1[CH:3]=[CH:4][CH:5]=[CH:6][CH:7]=1. The catalyst class is: 112. Reactant: [CH2:1]([O:8][C:9]([C:11]1[CH:12]=[C:13]2[C:18](=[CH:19][CH:20]=1)[N:17]([C:21](=[O:23])[CH3:22])[C@@H:16]([CH3:24])[CH2:15][C@H:14]2[NH:25][C:26]1[CH:31]=[CH:30][C:29]([N:32]2[CH2:37][CH2:36][O:35][CH2:34][CH2:33]2)=[CH:28][CH:27]=1)=[O:10])[C:2]1[CH:7]=[CH:6][CH:5]=[CH:4][CH:3]=1.N1C=CC=CC=1.[F:44][C:45]([F:56])([F:55])[C:46](O[C:46](=[O:47])[C:45]([F:56])([F:55])[F:44])=[O:47].O. (4) Reactant: [CH3:1][C:2]1([CH3:26])[CH2:11][CH2:10][C:9](=[O:12])[C:8]2[CH:7]=[C:6](/[CH:13]=[CH:14]/[C:15]3[CH:25]=[CH:24][C:18]([C:19]([O:21][CH2:22][CH3:23])=[O:20])=[CH:17][CH:16]=3)[CH:5]=[CH:4][C:3]1=2.BrC[C:29]([O:31][CH2:32][CH3:33])=[O:30].[CH:34]1C=CC=CC=1. Product: [CH3:26][C:2]1([CH3:1])[CH2:11][CH2:10][C:9]([OH:12])([C:29]([O:31][CH2:32][CH2:33][CH3:34])=[O:30])[C:8]2[CH:7]=[C:6](/[CH:13]=[CH:14]/[C:15]3[CH:16]=[CH:17][C:18]([C:19]([O:21][CH2:22][CH3:23])=[O:20])=[CH:24][CH:25]=3)[CH:5]=[CH:4][C:3]1=2. The catalyst class is: 401.